From a dataset of Forward reaction prediction with 1.9M reactions from USPTO patents (1976-2016). Predict the product of the given reaction. (1) Given the reactants [CH3:1][C:2]1[CH:3]=[CH:4][C:5]([S:8]([NH2:11])(=[O:10])=[O:9])=[CH:6][CH:7]=1.B(F)(F)[F:13].CCO[CH2:19][CH3:20].[C:21]1(C)[CH:26]=[CH:25][CH:24]=[CH:23][CH:22]=1, predict the reaction product. The product is: [F:13][C:22]1[CH:23]=[CH:24][C:25]([CH:26]=[N:11][S:8]([C:5]2[CH:4]=[CH:3][C:2]([CH3:1])=[CH:7][CH:6]=2)(=[O:10])=[O:9])=[C:19]([CH3:20])[CH:21]=1. (2) Given the reactants [CH3:1][N:2]([CH3:25])[CH2:3][CH2:4][O:5][C:6]1[CH:11]=[CH:10][C:9]([NH:12][C:13]2[O:14][CH2:15][C:16](=[O:23])[C:17]=2[C:18]([O:20][CH2:21][CH3:22])=[O:19])=[C:8]([CH3:24])[CH:7]=1.[NH:26]1[C:34]2[C:29](=[CH:30][CH:31]=[CH:32][N:33]=2)[C:28]([CH:35]=O)=[CH:27]1.N1CCCCC1, predict the reaction product. The product is: [CH:18]([OH:20])=[O:19].[NH:26]1[C:34]2=[N:33][CH:32]=[CH:31][CH:30]=[C:29]2[C:28]([CH:35]=[C:15]2[O:14][C:13]([NH:12][C:9]3[CH:10]=[CH:11][C:6]([O:5][CH2:4][CH2:3][N:2]([CH3:1])[CH3:25])=[CH:7][C:8]=3[CH3:24])=[C:17]([C:18]([O:20][CH2:21][CH3:22])=[O:19])[C:16]2=[O:23])=[CH:27]1. (3) Given the reactants [CH3:1][O:2][C:3](=[O:11])[C:4]1[CH:9]=[CH:8][C:7]([NH2:10])=[CH:6][CH:5]=1.[Br:12][C:13]1[CH:14]=[CH:15][C:16]([CH3:21])=[C:17]([CH:20]=1)[CH:18]=O.FC(F)(F)S([O-])(=O)=O.[Yb+3].FC(F)(F)S([O-])(=O)=O.FC(F)(F)S([O-])(=O)=O, predict the reaction product. The product is: [CH3:1][O:2][C:3]([C:4]1[CH:5]=[C:6]2[C:7](=[CH:8][CH:9]=1)[NH:10][CH:18]([C:17]1[CH:20]=[C:13]([Br:12])[CH:14]=[CH:15][C:16]=1[CH3:21])[CH2:3][C:4]2([CH3:9])[CH3:5])=[O:11]. (4) Given the reactants [CH2:1]([O:4][CH:5]1[O:10][C:9]([CH2:13][OH:14])([CH2:11][OH:12])[C@@H:8]([O:15][CH2:16][C:17]2[CH:22]=[CH:21][CH:20]=[CH:19][CH:18]=2)[C@H:7]([O:23][CH2:24][C:25]2[CH:30]=[CH:29][CH:28]=[CH:27][CH:26]=2)[C@H:6]1[O:31][CH2:32][C:33]1[CH:38]=[CH:37][CH:36]=[CH:35][CH:34]=1)[CH:2]=[CH2:3].[H-].[Na+].Br[CH2:42][C:43]1[CH:48]=[CH:47][C:46]([O:49][CH3:50])=[CH:45][CH:44]=1, predict the reaction product. The product is: [CH2:1]([O:4][CH:5]1[O:10][C:9]([CH2:11][O:12][CH2:42][C:43]2[CH:48]=[CH:47][C:46]([O:49][CH3:50])=[CH:45][CH:44]=2)([CH2:13][O:14][CH2:42][C:43]2[CH:48]=[CH:47][C:46]([O:49][CH3:50])=[CH:45][CH:44]=2)[C@@H:8]([O:15][CH2:16][C:17]2[CH:22]=[CH:21][CH:20]=[CH:19][CH:18]=2)[C@H:7]([O:23][CH2:24][C:25]2[CH:26]=[CH:27][CH:28]=[CH:29][CH:30]=2)[C@H:6]1[O:31][CH2:32][C:33]1[CH:34]=[CH:35][CH:36]=[CH:37][CH:38]=1)[CH:2]=[CH2:3].